This data is from Full USPTO retrosynthesis dataset with 1.9M reactions from patents (1976-2016). The task is: Predict the reactants needed to synthesize the given product. (1) The reactants are: Br[C:2]1[C:3]([Cl:13])=[CH:4][C:5]2[O:6][CH2:7][C:8](=[O:12])[NH:9][C:10]=2[N:11]=1.[C:14]1(/[CH:20]=[CH:21]/B(O)O)[CH:19]=[CH:18][CH:17]=[CH:16][CH:15]=1.C(=O)([O-])O.[K+]. Given the product [Cl:13][C:3]1[C:2](/[CH:21]=[CH:20]/[C:14]2[CH:19]=[CH:18][CH:17]=[CH:16][CH:15]=2)=[N:11][C:10]2[NH:9][C:8](=[O:12])[CH2:7][O:6][C:5]=2[CH:4]=1, predict the reactants needed to synthesize it. (2) Given the product [Cl:6][C:7]1[CH:8]=[CH:9][C:10]2[N:16]=[C:15]([Cl:3])[C:14]3=[CH:18][C:19]([CH3:21])=[CH:20][N:13]3[CH2:12][C:11]=2[CH:22]=1, predict the reactants needed to synthesize it. The reactants are: P(Cl)(Cl)([Cl:3])=O.[Cl:6][C:7]1[CH:8]=[CH:9][C:10]2[NH:16][C:15](=O)[C:14]3=[CH:18][C:19]([CH3:21])=[CH:20][N:13]3[CH2:12][C:11]=2[CH:22]=1.